From a dataset of Full USPTO retrosynthesis dataset with 1.9M reactions from patents (1976-2016). Predict the reactants needed to synthesize the given product. (1) Given the product [C:19]([O:23][C:24]([N:10]1[CH:6]2[CH2:7][CH2:8][CH2:9][CH:2]1[CH2:3][C:4](=[O:11])[CH2:5]2)=[O:25])([CH3:22])([CH3:21])[CH3:20], predict the reactants needed to synthesize it. The reactants are: Cl.[CH:2]12[NH:10][CH:6]([CH2:7][CH2:8][CH2:9]1)[CH2:5][C:4](=[O:11])[CH2:3]2.C(N(CC)CC)C.[C:19]([O:23][C:24](O[C:24]([O:23][C:19]([CH3:22])([CH3:21])[CH3:20])=[O:25])=[O:25])([CH3:22])([CH3:21])[CH3:20].O. (2) The reactants are: [NH2:1][C:2]1[C:10]2[C:9]([C:11]3[CH:16]=[CH:15][CH:14]=[C:13]([NH2:17])[CH:12]=3)=[N:8][CH:7]=[N:6][C:5]=2[S:4][C:3]=1[C:18]([NH2:20])=[O:19].[F:21][C:22]([F:33])([F:32])[C:23]1[CH:28]=[CH:27][CH:26]=[C:25]([N:29]=[C:30]=[O:31])[CH:24]=1. Given the product [NH2:1][C:2]1[C:10]2[C:9]([C:11]3[CH:16]=[CH:15][CH:14]=[C:13]([NH:17][C:30]([NH:29][C:25]4[CH:26]=[CH:27][CH:28]=[C:23]([C:22]([F:21])([F:32])[F:33])[CH:24]=4)=[O:31])[CH:12]=3)=[N:8][CH:7]=[N:6][C:5]=2[S:4][C:3]=1[C:18]([NH2:20])=[O:19], predict the reactants needed to synthesize it. (3) Given the product [CH3:1][C:2]1[C:11]2[C:6](=[CH:7][C:8]([CH3:12])=[CH:9][CH:10]=2)[C:5]([N:13]2[CH:17]=[N:16][N:15]=[C:14]2[S:18][CH2:20][C:21]([O:23][CH2:24][CH3:25])=[O:22])=[CH:4][CH:3]=1, predict the reactants needed to synthesize it. The reactants are: [CH3:1][C:2]1[C:11]2[C:6](=[CH:7][C:8]([CH3:12])=[CH:9][CH:10]=2)[C:5]([N:13]2[CH:17]=[N:16][N:15]=[C:14]2[SH:18])=[CH:4][CH:3]=1.Br[CH2:20][C:21]([O:23][CH2:24][CH3:25])=[O:22].C(=O)([O-])[O-].[K+].[K+].CN(C=O)C. (4) Given the product [NH:30]1[C:31]2[C:27](=[C:26]([CH2:25][N:24]3[C:19]4([CH2:18][CH2:17][N:16]([C:8]5[O:7][C:11]6[CH:12]=[CH:13][CH:14]=[CH:15][C:10]=6[N:9]=5)[CH2:47][CH2:46]4)[CH2:20][CH2:21][CH2:22][C:23]3=[O:45])[CH:34]=[CH:33][CH:32]=2)[CH:28]=[CH:29]1, predict the reactants needed to synthesize it. The reactants are: C([O-])([O-])=O.[Cs+].[Cs+].[O:7]1[C:11]2[CH:12]=[CH:13][CH:14]=[CH:15][C:10]=2[N:9]=[C:8]1[N:16]1[CH2:47][CH2:46][C:19]2([N:24]([CH2:25][C:26]3[CH:34]=[CH:33][CH:32]=[C:31]4[C:27]=3[CH:28]=[CH:29][N:30]4S(C3C=CC(C)=CC=3)(=O)=O)[C:23](=[O:45])[CH2:22][CH2:21][CH2:20]2)[CH2:18][CH2:17]1. (5) Given the product [CH3:9][C:3]1[CH:4]=[C:5]([F:8])[CH:6]=[CH:7][C:2]=1[B:17]([OH:18])[OH:16], predict the reactants needed to synthesize it. The reactants are: Br[C:2]1[CH:7]=[CH:6][C:5]([F:8])=[CH:4][C:3]=1[CH3:9].C([Li])CCC.C[O:16][B:17](OC)[O:18]C.[OH-].[Na+]. (6) Given the product [C:3]([C:7]1[O:11][N:10]=[C:9]([NH:12][C:13]([NH:15][C:16]2[CH:21]=[CH:20][CH:19]=[C:18]([S:22][C:32]3[C:31]4[C:26](=[CH:27][C:28]([O:37][CH3:38])=[C:29]([O:35][CH3:36])[CH:30]=4)[N:25]=[C:24]([Cl:23])[N:33]=3)[CH:17]=2)=[O:14])[CH:8]=1)([CH3:6])([CH3:4])[CH3:5], predict the reactants needed to synthesize it. The reactants are: [H-].[Na+].[C:3]([C:7]1[O:11][N:10]=[C:9]([NH:12][C:13]([NH:15][C:16]2[CH:21]=[CH:20][CH:19]=[C:18]([SH:22])[CH:17]=2)=[O:14])[CH:8]=1)([CH3:6])([CH3:5])[CH3:4].[Cl:23][C:24]1[N:33]=[C:32](Cl)[C:31]2[C:26](=[CH:27][C:28]([O:37][CH3:38])=[C:29]([O:35][CH3:36])[CH:30]=2)[N:25]=1. (7) Given the product [Br:1][C:19]1[N:20]=[C:13]2[C:12]([O:11][C:10]3[CH:22]=[CH:23][CH:24]=[C:8]([N+:5]([O-:7])=[O:6])[CH:9]=3)=[CH:17][CH:16]=[CH:15][N:14]2[N:18]=1, predict the reactants needed to synthesize it. The reactants are: [Br:1](O)(=O)=O.[N+:5]([C:8]1[CH:9]=[C:10]([CH:22]=[CH:23][CH:24]=1)[O:11][C:12]1[C:13]2[N:14]([N:18]=[C:19](N)[N:20]=2)[CH:15]=[CH:16][CH:17]=1)([O-:7])=[O:6].N([O-])=O.[Na+]. (8) Given the product [CH3:1][O:2][C:3]1[C:12]([O:13][CH3:14])=[N:11][C:10]2[C:9]([C:15]([N:30]([CH2:29][C:28]([O:27][C:23]([CH3:26])([CH3:25])[CH3:24])=[O:32])[CH3:31])=[O:16])=[C:8]([CH3:18])[C:7]([N+:19]([O-:21])=[O:20])=[CH:6][C:5]=2[N:4]=1, predict the reactants needed to synthesize it. The reactants are: [CH3:1][O:2][C:3]1[C:12]([O:13][CH3:14])=[N:11][C:10]2[C:9]([C:15](Cl)=[O:16])=[C:8]([CH3:18])[C:7]([N+:19]([O-:21])=[O:20])=[CH:6][C:5]=2[N:4]=1.Cl.[C:23]([O:27][C:28](=[O:32])[CH2:29][NH:30][CH3:31])([CH3:26])([CH3:25])[CH3:24]. (9) Given the product [C:5]([C:4]1[CH:7]=[CH:8][CH:9]=[CH:10][C:3]=1[CH2:2][O:11][CH2:12][C:13]([O:15][CH2:16][CH3:17])=[O:14])#[N:6], predict the reactants needed to synthesize it. The reactants are: Br[CH2:2][C:3]1[CH:10]=[CH:9][CH:8]=[CH:7][C:4]=1[C:5]#[N:6].[OH:11][CH2:12][C:13]([O:15][CH2:16][CH3:17])=[O:14].[O-]CC.[Na+].